Task: Regression. Given a peptide amino acid sequence and an MHC pseudo amino acid sequence, predict their binding affinity value. This is MHC class II binding data.. Dataset: Peptide-MHC class II binding affinity with 134,281 pairs from IEDB (1) The peptide sequence is YFPPPAAKEDFLGCL. The MHC is HLA-DQA10501-DQB10301 with pseudo-sequence HLA-DQA10501-DQB10301. The binding affinity (normalized) is 0.0304. (2) The peptide sequence is AEAPASAAAPEEQVQ. The MHC is HLA-DQA10501-DQB10201 with pseudo-sequence HLA-DQA10501-DQB10201. The binding affinity (normalized) is 0.419. (3) The peptide sequence is LCLMMMLPATLAFHL. The MHC is DRB1_0101 with pseudo-sequence DRB1_0101. The binding affinity (normalized) is 0.818.